From a dataset of Catalyst prediction with 721,799 reactions and 888 catalyst types from USPTO. Predict which catalyst facilitates the given reaction. (1) Reactant: Cl.[CH3:2][O:3][C:4]1[CH:9]=[CH:8][C:7]([NH:10]N)=[CH:6][CH:5]=1.[O:12]1[CH:17]=[CH:16][CH2:15][CH2:14][CH2:13]1.S(=O)(=O)(O)O. Product: [CH3:2][O:3][C:4]1[CH:9]=[C:8]2[C:7](=[CH:6][CH:5]=1)[NH:10][CH:17]=[C:16]2[CH2:15][CH2:14][CH2:13][OH:12]. The catalyst class is: 80. (2) Reactant: [O-]P([O-])([O-])=O.[K+].[K+].[K+].CC(N)CC1C=CC=CC=1.OP(O)(O)=O.C(OC([N:31]([CH3:50])[C:32]1[S:36][C:35]([C:37]2[CH:38]=[C:39]3[C:43](=[CH:44][CH:45]=2)[N:42](C([O-])=O)[CH:41]=[C:40]3I)=[N:34][N:33]=1)=O)(C)(C)C.[C:51]1([C:60]2[CH:65]=[CH:64][CH:63]=[CH:62][CH:61]=2)[CH:56]=[CH:55][CH:54]=[C:53](B(O)O)[CH:52]=1. Product: [C:51]1([C:60]2[CH:61]=[CH:62][CH:63]=[CH:64][CH:65]=2)[CH:56]=[CH:55][CH:54]=[C:53]([C:40]2[C:39]3[C:43](=[CH:44][CH:45]=[C:37]([C:35]4[S:36][C:32]([NH:31][CH3:50])=[N:33][N:34]=4)[CH:38]=3)[NH:42][CH:41]=2)[CH:52]=1. The catalyst class is: 378.